Dataset: Experimentally validated miRNA-target interactions with 360,000+ pairs, plus equal number of negative samples. Task: Binary Classification. Given a miRNA mature sequence and a target amino acid sequence, predict their likelihood of interaction. (1) The miRNA is hsa-miR-3613-3p with sequence ACAAAAAAAAAAGCCCAACCCUUC. The protein sequence of the target gene is MAGASLGARFYRQIKRHPGIIPMIGLICLGMGSAALYLLRLALRSPDVCWDRKNNPEPWNRLSPNDQYKFLAVSTDYKKLKKDRPDF. Result: 0 (no interaction). (2) The miRNA is mmu-miR-1962 with sequence AGAGGCUGGCACUGGGACACAU. The protein sequence of the target gene is MTLGSCCCEIMSSESSPAALSEADADIDVVGGGSGGGELPARSGPRAPRDVLPHGHEPPAEEAEADLAEDEEESGGCSDGEPRALASRGAAAAAGSPGPGAAAARGAAGPGPGPPSGGAATRSPLVKPPYSYIALITMAILQSPKKRLTLSEICEFISGRFPYYREKFPAWQNSIRHNLSLNDCFVKIPREPGNPGKGNYWTLDPESADMFDNGSFLRRRKRFKRQPLPPPHPHPHPHPELLLRGGAAAAGDPGAFLPGFAAYGAYGYGYGLALPAYGAPPPGPAPHPHPHPHAFAFAAA.... Result: 0 (no interaction).